This data is from Full USPTO retrosynthesis dataset with 1.9M reactions from patents (1976-2016). The task is: Predict the reactants needed to synthesize the given product. (1) Given the product [C:29]([C:2]1[C:3]([N:23]2[CH2:24][CH2:25][CH2:26][CH2:27][CH2:28]2)=[C:4]([CH:16]=[C:17]([C:19]([F:22])([F:21])[F:20])[CH:18]=1)[C:5]([NH:7][C:8]1[CH:13]=[CH:12][C:11]([Cl:14])=[C:10]([Cl:15])[CH:9]=1)=[O:6])#[N:30], predict the reactants needed to synthesize it. The reactants are: Br[C:2]1[C:3]([N:23]2[CH2:28][CH2:27][CH2:26][CH2:25][CH2:24]2)=[C:4]([CH:16]=[C:17]([C:19]([F:22])([F:21])[F:20])[CH:18]=1)[C:5]([NH:7][C:8]1[CH:13]=[CH:12][C:11]([Cl:14])=[C:10]([Cl:15])[CH:9]=1)=[O:6].[C:29]([Cu])#[N:30].O. (2) The reactants are: Cl[C:2]1[C:7]([C:8]([F:11])([F:10])[F:9])=[CH:6][C:5]([N+:12]([O-:14])=[O:13])=[CH:4][N:3]=1.[CH3:15][N:16]([CH3:20])[CH2:17][CH2:18][OH:19].[H-].[Na+]. Given the product [CH3:15][N:16]([CH3:20])[CH2:17][CH2:18][O:19][C:2]1[C:7]([C:8]([F:11])([F:10])[F:9])=[CH:6][C:5]([N+:12]([O-:14])=[O:13])=[CH:4][N:3]=1, predict the reactants needed to synthesize it. (3) Given the product [Cl:26][C:6]1[CH:7]=[CH:8][C:9]2[C:4](=[CH:3][C:2]3[CH:1]4[CH2:16][CH:12]([C:11]=3[C:10]=2[C:17](=[O:22])[C:18]([F:20])([F:19])[F:21])[CH2:13][NH:14][CH2:15]4)[N:5]=1, predict the reactants needed to synthesize it. The reactants are: [CH:1]12[CH2:16][CH:12]([CH2:13][NH:14][CH2:15]1)[C:11]1[C:10]([C:17](=[O:22])[C:18]([F:21])([F:20])[F:19])=[C:9]3[C:4]([NH:5][C:6](=O)[CH:7]=[CH:8]3)=[CH:3][C:2]2=1.O=P(Cl)(Cl)[Cl:26]. (4) Given the product [ClH:39].[F:1][C:2]1[CH:7]=[CH:6][C:5]([NH:8][C:9](=[O:21])[C:10]([CH3:12])([CH3:11])[NH2:13])=[CH:4][C:3]=1[NH:22][S:23]([C:26]1[CH:31]=[CH:30][C:29]([C:32]2[O:33][C:34]([CH3:37])=[CH:35][CH:36]=2)=[C:28]([F:38])[CH:27]=1)(=[O:25])=[O:24], predict the reactants needed to synthesize it. The reactants are: [F:1][C:2]1[CH:7]=[CH:6][C:5]([NH:8][C:9](=[O:21])[C:10]([NH:13]C(=O)OC(C)(C)C)([CH3:12])[CH3:11])=[CH:4][C:3]=1[NH:22][S:23]([C:26]1[CH:31]=[CH:30][C:29]([C:32]2[O:33][C:34]([CH3:37])=[CH:35][CH:36]=2)=[C:28]([F:38])[CH:27]=1)(=[O:25])=[O:24].[ClH:39]. (5) Given the product [Cl:1][C:2]1[CH:3]=[C:4]([CH2:8][S:9]([NH:12][C:13]2[C:18]([OH:19])=[N:17][C:16]([S:21]([CH2:24][CH3:25])(=[O:23])=[O:22])=[CH:15][N:14]=2)(=[O:10])=[O:11])[CH:5]=[CH:6][CH:7]=1, predict the reactants needed to synthesize it. The reactants are: [Cl:1][C:2]1[CH:3]=[C:4]([CH2:8][S:9]([NH:12][C:13]2[C:18]([O:19]C)=[N:17][C:16]([S:21]([CH2:24][CH3:25])(=[O:23])=[O:22])=[CH:15][N:14]=2)(=[O:11])=[O:10])[CH:5]=[CH:6][CH:7]=1.B(Br)(Br)Br. (6) Given the product [CH3:23][O:22][C:20]([C:18]1[N:17]([CH:2]2[C:6]([CH3:7])([CH3:24])[S:5](=[O:8])(=[O:9])[C:4]3[CH:10]=[CH:11][CH:12]=[CH:13][C:3]2=3)[CH:16]=[N:15][CH:19]=1)=[O:21], predict the reactants needed to synthesize it. The reactants are: C[C:2]1(O)[CH:6]([CH3:7])[S:5](=[O:9])(=[O:8])[C:4]2[CH:10]=[CH:11][CH:12]=[CH:13][C:3]1=2.[NH:15]1[CH:19]=[C:18]([C:20]([O:22][CH3:23])=[O:21])[N:17]=[CH:16]1.[C:24]1(P(C2C=CC=CC=2)C2C=CC=CC=2)C=CC=CC=1.N(C(OC(C)(C)C)=O)=NC(OC(C)(C)C)=O.Cl.O1CCOCC1. (7) Given the product [CH:1]1([N:4]([CH3:48])[CH:5]2[C:14]3[CH2:13][S:12][N:11]=[C:10]([NH2:15])[C:9]4=[N:30][N:31]([CH2:33][C:34]5[C:39]([CH3:40])=[C:38]([O:41][CH3:42])[C:37]([CH3:43])=[CH:36][N:35]=5)[N:32]=[C:7]([C:8]=34)[CH2:6]2)[CH2:2][CH2:3]1, predict the reactants needed to synthesize it. The reactants are: [CH:1]1([NH:4][CH:5]2[C:14]3[CH2:13][S:12][N:11]=[C:10]([N:15](C(OC(C)(C)C)=O)C(OC(C)(C)C)=O)[C:9]4=[N:30][N:31]([CH2:33][C:34]5[C:39]([CH3:40])=[C:38]([O:41][CH3:42])[C:37]([CH3:43])=[CH:36][N:35]=5)[N:32]=[C:7]([C:8]=34)[CH2:6]2)[CH2:3][CH2:2]1.CO.C=O.[C:48]([BH3-])#N.[Na+].